This data is from Reaction yield outcomes from USPTO patents with 853,638 reactions. The task is: Predict the reaction yield, written as a fraction of the theoretical maximum amount of product (1.0 means a 100% yield; for example, 0.34 means a 34% yield). (1) The reactants are CO[CH:3](OC)[N:4]([CH3:6])[CH3:5].[CH:9]1([C:14](=[O:20])[CH2:15][C:16]([O:18][CH3:19])=[O:17])[CH2:13][CH2:12][CH2:11][CH2:10]1. The catalyst is O1CCOCC1. The product is [CH:9]1([C:14]([C:15](=[CH:3][N:4]([CH3:5])[CH3:6])[C:16]([O:18][CH3:19])=[O:17])=[O:20])[CH2:10][CH2:11][CH2:12][CH2:13]1. The yield is 0.970. (2) The reactants are [C:1]([O:5][C:6]([N:8]1[CH2:13][CH2:12][N:11]([C:14]2[N:19]=[CH:18][C:17]([C:20]3[CH:25]=[CH:24][C:23](F)=[CH:22][CH:21]=3)=[CH:16][N:15]=2)[CH2:10][CH2:9]1)=[O:7])([CH3:4])([CH3:3])[CH3:2].C(O[C:32]([N:34]1CCN(C2N=CC(Br)=CN=2)CC1)=O)(C)(C)C.C(C1C=CC(B(O)O)=CC=1)#N. No catalyst specified. The product is [C:1]([O:5][C:6]([N:8]1[CH2:13][CH2:12][N:11]([C:14]2[N:19]=[CH:18][C:17]([C:20]3[CH:25]=[CH:24][C:23]([C:32]#[N:34])=[CH:22][CH:21]=3)=[CH:16][N:15]=2)[CH2:10][CH2:9]1)=[O:7])([CH3:4])([CH3:3])[CH3:2]. The yield is 0.680.